From a dataset of Full USPTO retrosynthesis dataset with 1.9M reactions from patents (1976-2016). Predict the reactants needed to synthesize the given product. The reactants are: C[O:2][C:3]([C:5]1[N:6]=[C:7]2[C:15]3[C:14]([N:16]4[CH2:21][CH2:20][O:19][CH2:18][CH2:17]4)=[CH:13][CH:12]=[CH:11][C:10]=3[NH:9][N:8]2[C:22](=[O:25])[C:23]=1[OH:24])=O.C[O-].[Na+].[F:29][C:30]1[CH:37]=[CH:36][C:33]([CH2:34][NH2:35])=[CH:32][CH:31]=1. Given the product [F:29][C:30]1[CH:37]=[CH:36][C:33]([CH2:34][NH:35][C:3]([C:5]2[N:6]=[C:7]3[C:15]4[C:14]([N:16]5[CH2:17][CH2:18][O:19][CH2:20][CH2:21]5)=[CH:13][CH:12]=[CH:11][C:10]=4[NH:9][N:8]3[C:22](=[O:25])[C:23]=2[OH:24])=[O:2])=[CH:32][CH:31]=1, predict the reactants needed to synthesize it.